Dataset: Forward reaction prediction with 1.9M reactions from USPTO patents (1976-2016). Task: Predict the product of the given reaction. (1) Given the reactants [C:1]([NH:8][C@H:9]([C:18](O)=[O:19])[CH2:10][C:11]1[CH:16]=[CH:15][CH:14]=[CH:13][C:12]=1[Cl:17])([O:3][C:4]([CH3:7])([CH3:6])[CH3:5])=[O:2].C(O)(=O)C, predict the reaction product. The product is: [Cl:17][C:12]1[CH:13]=[CH:14][CH:15]=[CH:16][C:11]=1[CH2:10][C@H:9]([NH:8][C:1](=[O:2])[O:3][C:4]([CH3:7])([CH3:6])[CH3:5])[CH2:18][OH:19]. (2) Given the reactants CS[C:3](=[N:5][C:6](=O)[C:7]1[CH:12]=[CH:11][C:10]([Cl:13])=[CH:9][C:8]=1[Cl:14])[CH3:4].[NH2:16][C:17]1[C:21]([CH:22]([CH2:25][CH3:26])[CH2:23][CH3:24])=[C:20]([CH2:27][CH3:28])[NH:19][N:18]=1, predict the reaction product. The product is: [Cl:14][C:8]1[CH:9]=[C:10]([Cl:13])[CH:11]=[CH:12][C:7]=1[C:6]1[N:18]2[N:19]=[C:20]([CH2:27][CH3:28])[C:21]([CH:22]([CH2:25][CH3:26])[CH2:23][CH3:24])=[C:17]2[N:16]=[C:3]([CH3:4])[N:5]=1. (3) Given the reactants [ClH:1].[N+](C1C=CC(C2SC(CCN)=NC=2)=CC=1)([O-])=O.[F:19][C:20]1[CH:21]=[C:22]([NH:27][C:28](=[O:51])[NH:29][C:30]2[CH:35]=[CH:34][C:33]([C:36]3[S:40][C:39]([CH2:41][CH2:42][NH:43]C(=O)OC(C)(C)C)=[N:38][CH:37]=3)=[CH:32][CH:31]=2)[CH:23]=[C:24]([F:26])[CH:25]=1.Cl, predict the reaction product. The product is: [ClH:1].[NH2:43][CH2:42][CH2:41][C:39]1[S:40][C:36]([C:33]2[CH:34]=[CH:35][C:30]([NH:29][C:28]([NH:27][C:22]3[CH:21]=[C:20]([F:19])[CH:25]=[C:24]([F:26])[CH:23]=3)=[O:51])=[CH:31][CH:32]=2)=[CH:37][N:38]=1.